Dataset: Peptide-MHC class II binding affinity with 134,281 pairs from IEDB. Task: Regression. Given a peptide amino acid sequence and an MHC pseudo amino acid sequence, predict their binding affinity value. This is MHC class II binding data. (1) The peptide sequence is KLSQELHKLQTYPRT. The MHC is DRB1_0401 with pseudo-sequence DRB1_0401. The binding affinity (normalized) is 0.0852. (2) The peptide sequence is MPRSIGGPVSSHNHI. The MHC is HLA-DQA10201-DQB10301 with pseudo-sequence HLA-DQA10201-DQB10301. The binding affinity (normalized) is 0.499. (3) The peptide sequence is KLIGGIGGFIKVRQYDQIPI. The MHC is HLA-DPA10201-DPB10501 with pseudo-sequence HLA-DPA10201-DPB10501. The binding affinity (normalized) is 0.434. (4) The peptide sequence is NNVVQALTSLGLLYT. The MHC is DRB1_0701 with pseudo-sequence DRB1_0701. The binding affinity (normalized) is 0.915. (5) The peptide sequence is VKAWWTDLLAKPSVQ. The MHC is DRB1_1201 with pseudo-sequence DRB1_1201. The binding affinity (normalized) is 0.305. (6) The peptide sequence is LVKPGAGIMIFDPYG. The MHC is DRB1_0701 with pseudo-sequence DRB1_0701. The binding affinity (normalized) is 0.283.